Dataset: Catalyst prediction with 721,799 reactions and 888 catalyst types from USPTO. Task: Predict which catalyst facilitates the given reaction. (1) Reactant: FC(F)(F)C(O)=O.[CH3:8][N:9]1[C:17]2[C:12](=[N:13][C:14]([C@@H:24]([NH2:26])[CH3:25])=[C:15]([C:18]3[N:22]([CH3:23])[N:21]=[CH:20][CH:19]=3)[CH:16]=2)[CH:11]=[CH:10]1.Cl[C:28]1[C:33]([C:34]#[N:35])=[C:32]([CH3:36])[N:31]=[C:30]([S:37][CH3:38])[N:29]=1.CCN(CC)CC. Product: [CH3:36][C:32]1[C:33]([C:34]#[N:35])=[C:28]([NH:26][C@H:24]([C:14]2[N:13]=[C:12]3[CH:11]=[CH:10][N:9]([CH3:8])[C:17]3=[CH:16][C:15]=2[C:18]2[N:22]([CH3:23])[N:21]=[CH:20][CH:19]=2)[CH3:25])[N:29]=[C:30]([S:37][CH3:38])[N:31]=1. The catalyst class is: 1. (2) Reactant: [Cl:1][C:2]1[CH:16]=[C:15]([CH3:17])[C:14]([CH3:18])=[CH:13][C:3]=1[O:4][C:5]1[CH:12]=[CH:11][C:8]([C:9]#[N:10])=[CH:7][CH:6]=1.C1COCC1.[H-].[Al+3].[Li+].[H-].[H-].[H-].[OH-].[Na+]. Product: [Cl:1][C:2]1[CH:16]=[C:15]([CH3:17])[C:14]([CH3:18])=[CH:13][C:3]=1[O:4][C:5]1[CH:6]=[CH:7][C:8]([CH2:9][NH2:10])=[CH:11][CH:12]=1. The catalyst class is: 97. (3) Reactant: [CH:1]([C:3]1[CH:4]=[C:5]([N:9]2[C:13]([C:14]([NH:16][CH2:17][C:18]3[CH:23]=[CH:22][CH:21]=[CH:20][C:19]=3[O:24][CH3:25])=[O:15])=[CH:12][C:11]([C:26]([F:29])([F:28])[F:27])=[N:10]2)[CH:6]=[CH:7][CH:8]=1)=[O:2].[CH3:30][Mg]Br. Product: [OH:2][CH:1]([C:3]1[CH:4]=[C:5]([N:9]2[C:13]([C:14]([NH:16][CH2:17][C:18]3[CH:23]=[CH:22][CH:21]=[CH:20][C:19]=3[O:24][CH3:25])=[O:15])=[CH:12][C:11]([C:26]([F:28])([F:29])[F:27])=[N:10]2)[CH:6]=[CH:7][CH:8]=1)[CH3:30]. The catalyst class is: 1. (4) Reactant: C1O[C:4]2([C@@:9]3([CH3:24])[CH2:10][C:11]4[CH:12]=[N:13][N:14]([C:17]5[CH:22]=[CH:21][C:20]([F:23])=[CH:19][CH:18]=5)[C:15]=4[CH:16]=[C:8]3[CH2:7][CH2:6][CH2:5]2)[O:3]C1.Cl.C([O-])(O)=O.[Na+]. Product: [F:23][C:20]1[CH:21]=[CH:22][C:17]([N:14]2[C:15]3[CH:16]=[C:8]4[CH2:7][CH2:6][CH2:5][C:4](=[O:3])[C@@:9]4([CH3:24])[CH2:10][C:11]=3[CH:12]=[N:13]2)=[CH:18][CH:19]=1. The catalyst class is: 1. (5) Reactant: Br[C:2]1[CH:22]=[CH:21][C:5]([CH2:6][N:7]([CH3:20])[C:8](=[O:19])[CH2:9][CH2:10][NH:11][C:12](=[O:18])[O:13][C:14]([CH3:17])([CH3:16])[CH3:15])=[CH:4][C:3]=1[Cl:23].[B:24]1([B:24]2[O:28][C:27]([CH3:30])([CH3:29])[C:26]([CH3:32])([CH3:31])[O:25]2)[O:28][C:27]([CH3:30])([CH3:29])[C:26]([CH3:32])([CH3:31])[O:25]1.C([O-])(=O)C.[K+]. The catalyst class is: 873. Product: [Cl:23][C:3]1[CH:4]=[C:5]([CH:21]=[CH:22][C:2]=1[B:24]1[O:28][C:27]([CH3:30])([CH3:29])[C:26]([CH3:32])([CH3:31])[O:25]1)[CH2:6][N:7]([CH3:20])[C:8](=[O:19])[CH2:9][CH2:10][NH:11][C:12](=[O:18])[O:13][C:14]([CH3:17])([CH3:16])[CH3:15]. (6) Reactant: [Na+].[O:2]=[S:3]1(=[O:17])[C:12]2[C:7](=[CH:8][CH:9]=[CH:10][N:11]=2)[NH:6][C:5]([CH2:13][C:14]([O-])=[O:15])=[N:4]1.C([O:20][C:21]([C@H:23]1[C@@H:28]([NH:29][CH2:30][C:31]2[CH:36]=[CH:35][C:34]([F:37])=[CH:33][CH:32]=2)[C@H:27]2[CH2:38][C@@H:24]1[CH2:25][CH2:26]2)=O)C.F[P-](F)(F)(F)(F)F.N1(OC(N(C)C)=[N+](C)C)C2N=CC=CC=2N=N1.C(N(CC)CC)C. Product: [O:2]=[S:3]1(=[O:17])[C:12]2[C:7](=[CH:8][CH:9]=[CH:10][N:11]=2)[NH:6][C:5]([C:13]2[C:14](=[O:15])[N:29]([CH2:30][C:31]3[CH:32]=[CH:33][C:34]([F:37])=[CH:35][CH:36]=3)[C@@H:28]3[C@H:23]([C:21]=2[OH:20])[C@@H:24]2[CH2:38][C@H:27]3[CH2:26][CH2:25]2)=[N:4]1. The catalyst class is: 42. (7) Reactant: C[O:2][C:3]1[N:8]=[CH:7][C:6]([N:9]2[CH2:14][CH2:13][C:12]([CH3:16])([CH3:15])[CH2:11][CH2:10]2)=[CH:5][CH:4]=1.Cl.N1C=CC=CC=1.[OH-].[Na+]. Product: [CH3:15][C:12]1([CH3:16])[CH2:11][CH2:10][N:9]([C:6]2[CH:7]=[N:8][C:3]([OH:2])=[CH:4][CH:5]=2)[CH2:14][CH2:13]1. The catalyst class is: 6. (8) Reactant: [C:1]1([N:7]2[C:11]([C:12]3[C:17](=[O:18])[CH:16]=[CH:15][N:14]([CH:19]4[CH2:24][CH2:23][NH:22][CH2:21][CH2:20]4)[N:13]=3)=[CH:10][CH:9]=[N:8]2)[CH:6]=[CH:5][CH:4]=[CH:3][CH:2]=1.[C:25]1([N:31]=[C:32]=[O:33])[CH:30]=[CH:29][CH:28]=[CH:27][CH:26]=1. Product: [O:18]=[C:17]1[CH:16]=[CH:15][N:14]([CH:19]2[CH2:24][CH2:23][N:22]([C:32]([NH:31][C:25]3[CH:30]=[CH:29][CH:28]=[CH:27][CH:26]=3)=[O:33])[CH2:21][CH2:20]2)[N:13]=[C:12]1[C:11]1[N:7]([C:1]2[CH:2]=[CH:3][CH:4]=[CH:5][CH:6]=2)[N:8]=[CH:9][CH:10]=1. The catalyst class is: 1. (9) Reactant: [Cl:1][C:2]1[CH:29]=[CH:28][CH:27]=[CH:26][C:3]=1[C:4]([NH:6][C@H:7]1[C:15]2[C:10](=[CH:11][CH:12]=[C:13]([C:16]([N:18]([CH3:25])[CH:19]3[CH2:24][CH2:23][NH:22][CH2:21][CH2:20]3)=[O:17])[CH:14]=2)[CH2:9][CH2:8]1)=[O:5].Cl[C:31]1[CH:36]=[CH:35][N:34]=[C:33]([NH2:37])[N:32]=1.CCN(C(C)C)C(C)C. Product: [NH2:37][C:33]1[N:34]=[C:35]([N:22]2[CH2:21][CH2:20][CH:19]([N:18]([CH3:25])[C:16]([C:13]3[CH:14]=[C:15]4[C:10](=[CH:11][CH:12]=3)[CH2:9][CH2:8][C@H:7]4[NH:6][C:4](=[O:5])[C:3]3[CH:26]=[CH:27][CH:28]=[CH:29][C:2]=3[Cl:1])=[O:17])[CH2:24][CH2:23]2)[CH:36]=[CH:31][N:32]=1. The catalyst class is: 12. (10) Reactant: [C:1]([O:5][C:6]([NH:8][C:9]1[C:18]2[C:13](=[CH:14][CH:15]=[CH:16][CH:17]=2)[C:12]([O:19][C:20]2[CH:25]=[CH:24][N:23]=[C:22]([NH:26][C:27]3[CH:28]=[C:29]([CH:33]=[C:34]([O:36][CH3:37])[CH:35]=3)[C:30](O)=[O:31])[CH:21]=2)=[CH:11][CH:10]=1)=[O:7])([CH3:4])([CH3:3])[CH3:2].[O:38]1[CH2:43][CH2:42][N:41]([CH2:44][CH2:45][CH2:46][NH2:47])[CH2:40][CH2:39]1.CCN(C(C)C)C(C)C.CN(C(ON1N=NC2C=CC=NC1=2)=[N+](C)C)C.F[P-](F)(F)(F)(F)F. Product: [CH3:37][O:36][C:34]1[CH:35]=[C:27]([NH:26][C:22]2[CH:21]=[C:20]([O:19][C:12]3[C:13]4[C:18](=[CH:17][CH:16]=[CH:15][CH:14]=4)[C:9]([NH:8][C:6](=[O:7])[O:5][C:1]([CH3:3])([CH3:2])[CH3:4])=[CH:10][CH:11]=3)[CH:25]=[CH:24][N:23]=2)[CH:28]=[C:29]([C:30](=[O:31])[NH:47][CH2:46][CH2:45][CH2:44][N:41]2[CH2:42][CH2:43][O:38][CH2:39][CH2:40]2)[CH:33]=1. The catalyst class is: 3.